This data is from Forward reaction prediction with 1.9M reactions from USPTO patents (1976-2016). The task is: Predict the product of the given reaction. The product is: [Cl:1][C:2]1[CH:32]=[CH:31][C:5]([CH2:6][N:7]2[C:15]3[C:10](=[CH:11][C:12](/[CH:16]=[C:17]4/[C:18](=[O:30])[N:19]([CH2:23][C@@H:24]5[CH2:28][C@@H:27]([OH:29])[CH2:26][N:25]5[CH3:37])[C:20](=[O:22])[S:21]/4)=[CH:13][CH:14]=3)[CH:9]=[N:8]2)=[C:4]([C:33]([F:36])([F:35])[F:34])[CH:3]=1. Given the reactants [Cl:1][C:2]1[CH:32]=[CH:31][C:5]([CH2:6][N:7]2[C:15]3[C:10](=[CH:11][C:12](/[CH:16]=[C:17]4/[C:18](=[O:30])[N:19]([CH2:23][C@@H:24]5[CH2:28][C@@H:27]([OH:29])[CH2:26][NH:25]5)[C:20](=[O:22])[S:21]/4)=[CH:13][CH:14]=3)[CH:9]=[N:8]2)=[C:4]([C:33]([F:36])([F:35])[F:34])[CH:3]=1.[CH2:37]=O, predict the reaction product.